From a dataset of Forward reaction prediction with 1.9M reactions from USPTO patents (1976-2016). Predict the product of the given reaction. (1) Given the reactants O[CH:2]1[O:6][C@H:5]([C:7]2[CH:12]=[CH:11][C:10]([NH:13][S:14]([CH3:17])(=[O:16])=[O:15])=[CH:9][CH:8]=2)[CH2:4][CH2:3]1.[CH2:18]([NH:20][CH2:21][CH2:22][CH2:23][CH2:24][CH2:25][C:26]([CH3:29])([F:28])[CH3:27])[CH3:19].C(O[BH-](OC(=O)C)OC(=O)C)(=O)C.[Na+], predict the reaction product. The product is: [CH2:18]([N:20]([CH2:21][CH2:22][CH2:23][CH2:24][CH2:25][C:26]([F:28])([CH3:29])[CH3:27])[CH2:2][CH2:3][CH2:4][C@@H:5]([C:7]1[CH:12]=[CH:11][C:10]([NH:13][S:14]([CH3:17])(=[O:16])=[O:15])=[CH:9][CH:8]=1)[OH:6])[CH3:19]. (2) Given the reactants [F:1][C:2]1[CH:3]=[C:4]([C:9](=[O:11])[CH3:10])[CH:5]=[CH:6][C:7]=1[OH:8].[Br:12]Br, predict the reaction product. The product is: [Br:12][CH2:10][C:9]([C:4]1[CH:5]=[CH:6][C:7]([OH:8])=[C:2]([F:1])[CH:3]=1)=[O:11]. (3) Given the reactants [C:1]([C:5]1[O:9][N:8]=[C:7]([NH:10][C:11]([NH:13][C:14]2[CH:19]=[CH:18][CH:17]=[C:16]([O:20][C:21]3[C:30]4[C:25](=[CH:26][C:27]([O:33][CH2:34][CH2:35][CH2:36]Cl)=[C:28]([O:31][CH3:32])[CH:29]=4)[N:24]=[CH:23][N:22]=3)[CH:15]=2)=[O:12])[CH:6]=1)([CH3:4])([CH3:3])[CH3:2].[N:38]1([CH2:44][CH2:45][OH:46])[CH2:43][CH2:42][NH:41][CH2:40][CH2:39]1.C(N(C(C)C)CC)(C)C, predict the reaction product. The product is: [C:1]([C:5]1[O:9][N:8]=[C:7]([NH:10][C:11]([NH:13][C:14]2[CH:19]=[CH:18][CH:17]=[C:16]([O:20][C:21]3[C:30]4[C:25](=[CH:26][C:27]([O:33][CH2:34][CH2:35][CH2:36][N:41]5[CH2:42][CH2:43][N:38]([CH2:44][CH2:45][OH:46])[CH2:39][CH2:40]5)=[C:28]([O:31][CH3:32])[CH:29]=4)[N:24]=[CH:23][N:22]=3)[CH:15]=2)=[O:12])[CH:6]=1)([CH3:4])([CH3:3])[CH3:2]. (4) The product is: [CH3:20][O:19][C:14]1[CH:13]=[C:12]2[C:17](=[CH:16][C:15]=1[O:18][CH2:6][CH2:5][O:4][C:1](=[O:3])[CH3:2])[N:9]([CH3:8])[CH:10]=[C:11]2[C:21]1[N:29]([S:30]([C:33]2[CH:34]=[CH:35][C:36]([CH3:39])=[CH:37][CH:38]=2)(=[O:32])=[O:31])[C:24]2=[N:25][CH:26]=[CH:27][CH:28]=[C:23]2[CH:22]=1. Given the reactants [C:1]([O:4][CH2:5][CH2:6]Br)(=[O:3])[CH3:2].[CH3:8][N:9]1[C:17]2[C:12](=[CH:13][C:14]([O:19][CH3:20])=[C:15]([OH:18])[CH:16]=2)[C:11]([C:21]2[N:29]([S:30]([C:33]3[CH:38]=[CH:37][C:36]([CH3:39])=[CH:35][CH:34]=3)(=[O:32])=[O:31])[C:24]3=[N:25][CH:26]=[CH:27][CH:28]=[C:23]3[CH:22]=2)=[CH:10]1, predict the reaction product. (5) Given the reactants [C:1]([CH2:3][C:4]([O:6][CH2:7][CH3:8])=[O:5])#[N:2].C([O-])(=O)C.[NH4+].C(O)(=O)C.O=[C:19]1[CH2:24][CH2:23][N:22]([C:25]([O:27][C:28]([CH3:31])([CH3:30])[CH3:29])=[O:26])[CH2:21][CH2:20]1, predict the reaction product. The product is: [C:1]([C:3](=[C:19]1[CH2:24][CH2:23][N:22]([C:25]([O:27][C:28]([CH3:31])([CH3:30])[CH3:29])=[O:26])[CH2:21][CH2:20]1)[C:4]([O:6][CH2:7][CH3:8])=[O:5])#[N:2]. (6) The product is: [Cl:1][C:2]1[C:32]([Cl:33])=[CH:31][C:5]2[N:6]([CH3:37])[C:7]([C:9]3[CH:28]=[CH:27][C:12]([C:13]([NH:15][CH:16]4[CH2:21][C:20]([CH3:23])([CH3:22])[N:19]([CH3:24])[C:18]([CH3:25])([CH3:26])[CH2:17]4)=[O:14])=[CH:11][C:10]=3[O:29][CH3:30])=[N:8][C:4]=2[CH:3]=1. Given the reactants [Cl:1][C:2]1[C:32]([Cl:33])=[CH:31][C:5]2[N:6]=[C:7]([C:9]3[CH:28]=[CH:27][C:12]([C:13]([NH:15][CH:16]4[CH2:21][C:20]([CH3:23])([CH3:22])[N:19]([CH3:24])[C:18]([CH3:26])([CH3:25])[CH2:17]4)=[O:14])=[CH:11][C:10]=3[O:29][CH3:30])[NH:8][C:4]=2[CH:3]=1.[OH-].[K+].I[CH3:37], predict the reaction product.